This data is from Full USPTO retrosynthesis dataset with 1.9M reactions from patents (1976-2016). The task is: Predict the reactants needed to synthesize the given product. (1) Given the product [C:1]([Si:5]([O:8]/[C:9](/[C:12]1[CH:13]=[C:14]([CH3:19])[CH:15]=[CH:16][CH:17]=1)=[CH:10]\[CH3:11])([CH3:7])[CH3:6])([CH3:4])([CH3:3])[CH3:2], predict the reactants needed to synthesize it. The reactants are: [C:1]([Si:5]([O:8]/[C:9](/[C:12]1[CH:17]=[CH:16][CH:15]=[C:14](Cl)[CH:13]=1)=[CH:10]\[CH3:11])([CH3:7])[CH3:6])([CH3:4])([CH3:3])[CH3:2].[CH3:19]CCC(C1C=CC=CC=1)=O.[Si](OS(C(F)(F)F)(=O)=O)(C(C)(C)C)(C)C.CCN(CC)CC. (2) Given the product [N:14]1[C:13]2[NH:9][CH:10]=[CH:11][C:12]=2[C:17]([C:18]2[CH:19]=[N:20][N:21]([C@@H:23]([CH:27]3[CH2:31][CH2:30][CH2:29][CH2:28]3)[CH2:24][CH2:25][OH:26])[CH:22]=2)=[CH:16][N:15]=1, predict the reactants needed to synthesize it. The reactants are: C(OC[N:9]1[C:13]2[N:14]=[N:15][CH:16]=[C:17]([C:18]3[CH:19]=[N:20][N:21]([C@@H:23]([CH:27]4[CH2:31][CH2:30][CH2:29][CH2:28]4)[CH2:24][CH2:25][OH:26])[CH:22]=3)[C:12]=2[CH:11]=[CH:10]1)(=O)C(C)(C)C.[OH-].[Na+]. (3) The reactants are: Br[CH2:2][CH2:3][N:4]1[C:12]2[CH:11]=[C:10]([C:13]3[CH:18]=[CH:17][C:16]([O:19][CH2:20][CH3:21])=[C:15]([C:22]([F:25])([F:24])[F:23])[CH:14]=3)[N:9]=[C:8]([C:26]#[N:27])[C:7]=2[N:6]=[CH:5]1.[NH:28]1[CH2:33][CH2:32][O:31][CH2:30][CH2:29]1. Given the product [CH2:20]([O:19][C:16]1[CH:17]=[CH:18][C:13]([C:10]2[N:9]=[C:8]([C:26]#[N:27])[C:7]3[N:6]=[CH:5][N:4]([CH2:3][CH2:2][N:28]4[CH2:33][CH2:32][O:31][CH2:30][CH2:29]4)[C:12]=3[CH:11]=2)=[CH:14][C:15]=1[C:22]([F:25])([F:24])[F:23])[CH3:21], predict the reactants needed to synthesize it.